From a dataset of Catalyst prediction with 721,799 reactions and 888 catalyst types from USPTO. Predict which catalyst facilitates the given reaction. Reactant: [N:1]12[CH2:8][CH2:7][CH:4]([CH2:5][CH2:6]1)[C:3](=[O:9])[CH2:2]2.CC([O-])(C)C.[K+]. Product: [N:1]12[CH2:8][CH2:7][CH:4]([CH2:5][CH2:6]1)[C@@H:3]([OH:9])[CH2:2]2. The catalyst class is: 41.